From a dataset of Reaction yield outcomes from USPTO patents with 853,638 reactions. Predict the reaction yield, written as a fraction of the theoretical maximum amount of product (1.0 means a 100% yield; for example, 0.34 means a 34% yield). The reactants are [CH3:1][C:2]1[S:3][C:4]2[C:10](=O)[C:9](=[CH:12]N3CCOCC3)[CH2:8][CH2:7][C:5]=2[N:6]=1.[N+]([O-])(O)=O.[OH:23][C:24]1[CH:29]=[CH:28][C:27]([NH:30][C:31]([NH2:33])=[NH:32])=[CH:26][CH:25]=1.[OH-].[Na+]. The catalyst is COCCO. The product is [CH3:1][C:2]1[S:3][C:4]2[C:10]3[N:33]=[C:31]([NH:30][C:27]4[CH:28]=[CH:29][C:24]([OH:23])=[CH:25][CH:26]=4)[N:32]=[CH:12][C:9]=3[CH2:8][CH2:7][C:5]=2[N:6]=1. The yield is 0.300.